From a dataset of Full USPTO retrosynthesis dataset with 1.9M reactions from patents (1976-2016). Predict the reactants needed to synthesize the given product. Given the product [Cl:26][C:22]1[CH:23]=[CH:24][CH:25]=[C:20]([Cl:19])[C:21]=1[NH:27][C:28](=[O:44])[NH:29][C:30]1[C:31]2[S:38][C:37](/[CH:39]=[CH:40]/[C:41]([NH:53][CH2:52][CH2:51][N:45]3[CH2:50][CH2:49][CH2:48][CH2:47][CH2:46]3)=[O:43])=[CH:36][C:32]=2[N:33]=[CH:34][N:35]=1, predict the reactants needed to synthesize it. The reactants are: C1(P(N=[N+]=[N-])(C2C=CC=CC=2)=O)C=CC=CC=1.Cl.[Cl:19][C:20]1[CH:25]=[CH:24][CH:23]=[C:22]([Cl:26])[C:21]=1[NH:27][C:28](=[O:44])[NH:29][C:30]1[C:31]2[S:38][C:37](/[CH:39]=[CH:40]/[C:41]([OH:43])=O)=[CH:36][C:32]=2[N:33]=[CH:34][N:35]=1.[N:45]1([CH2:51][CH2:52][NH2:53])[CH2:50][CH2:49][CH2:48][CH2:47][CH2:46]1.C(N(CC)CC)C.